From a dataset of Forward reaction prediction with 1.9M reactions from USPTO patents (1976-2016). Predict the product of the given reaction. (1) The product is: [CH2:10]([O:12][C:13]([C:14]1[N:8]=[C:6]2[CH:5]=[C:4]([Cl:9])[N:3]=[C:2]([Cl:1])[N:7]2[CH:15]=1)=[O:18])[CH3:11]. Given the reactants [Cl:1][C:2]1[N:7]=[C:6]([NH2:8])[CH:5]=[C:4]([Cl:9])[N:3]=1.[CH2:10]([O:12][C:13](=[O:18])[C:14](=O)[CH2:15]Br)[CH3:11], predict the reaction product. (2) Given the reactants [NH2:1][C:2]1[CH:7]=[CH:6][CH:5]=[CH:4][C:3]=1[C:8]1[NH:9][C:10]2[C:15]([CH:16]=1)=[CH:14][CH:13]=[CH:12][CH:11]=2.[OH:17][C:18]1[CH:19]=[C:20]([CH2:25][C:26](O)=[O:27])[CH:21]=[CH:22][C:23]=1[OH:24], predict the reaction product. The product is: [OH:17][C:18]1[CH:19]=[C:20]([CH2:25][C:26]([NH:1][C:2]2[CH:7]=[CH:6][CH:5]=[CH:4][C:3]=2[C:8]2[NH:9][C:10]3[C:15]([CH:16]=2)=[CH:14][CH:13]=[CH:12][CH:11]=3)=[O:27])[CH:21]=[CH:22][C:23]=1[OH:24]. (3) Given the reactants Br[CH:2]([C:14]1[CH:15]=[CH:16][C:17]2[N:18]([C:20]([CH:23]([CH3:25])[CH3:24])=[N:21][N:22]=2)[N:19]=1)[C:3]([C:5]1[CH:10]=[C:9]([F:11])[C:8]([F:12])=[CH:7][C:6]=1[F:13])=O.[NH2:26][C:27]([CH:29]1[CH2:34][CH2:33][N:32]([C:35]([O:37][C:38]([CH3:41])([CH3:40])[CH3:39])=[O:36])[CH2:31][CH2:30]1)=[S:28], predict the reaction product. The product is: [CH:23]([C:20]1[N:18]2[N:19]=[C:14]([C:2]3[S:28][C:27]([CH:29]4[CH2:34][CH2:33][N:32]([C:35]([O:37][C:38]([CH3:41])([CH3:40])[CH3:39])=[O:36])[CH2:31][CH2:30]4)=[N:26][C:3]=3[C:5]3[CH:10]=[C:9]([F:11])[C:8]([F:12])=[CH:7][C:6]=3[F:13])[CH:15]=[CH:16][C:17]2=[N:22][N:21]=1)([CH3:25])[CH3:24]. (4) Given the reactants [Li+].[BH4-].C[O:4][C:5](=O)[C:6]1[CH:11]=[CH:10][CH:9]=[C:8]([Br:12])[C:7]=1[O:13][CH3:14].CO, predict the reaction product. The product is: [Br:12][C:8]1[C:7]([O:13][CH3:14])=[C:6]([CH2:5][OH:4])[CH:11]=[CH:10][CH:9]=1. (5) Given the reactants Br[C:2]1[CH:3]=[C:4]2[C:9](=[CH:10][CH:11]=1)[N:8]=[C:7]([C:12]1[CH:17]=[CH:16][C:15]([C:18]3[N:19]([CH2:36][C:37]([N:39]4[CH2:44][CH2:43][O:42][CH2:41][CH2:40]4)=[O:38])[C:20]4[C:25]([C:26]=3[CH:27]3[CH2:32][CH2:31][CH2:30][CH2:29][CH2:28]3)=[CH:24][CH:23]=[C:22]([C:33]([OH:35])=[O:34])[CH:21]=4)=[CH:14][CH:13]=1)[CH:6]=[CH:5]2.NC1C=CC(Br)=CC=1C=O.NC1C=CC=CC=1C=O, predict the reaction product. The product is: [CH:27]1([C:26]2[C:25]3[C:20](=[CH:21][C:22]([C:33]([OH:35])=[O:34])=[CH:23][CH:24]=3)[N:19]([CH2:36][C:37]([N:39]3[CH2:44][CH2:43][O:42][CH2:41][CH2:40]3)=[O:38])[C:18]=2[C:15]2[CH:16]=[CH:17][C:12]([C:7]3[CH:6]=[CH:5][C:4]4[C:9](=[CH:10][CH:11]=[CH:2][CH:3]=4)[N:8]=3)=[CH:13][CH:14]=2)[CH2:32][CH2:31][CH2:30][CH2:29][CH2:28]1. (6) Given the reactants C([NH:4][C:5]1[C:6]([F:15])=[C:7]([CH:11]=[CH:12][C:13]=1[Cl:14])[C:8]([OH:10])=[O:9])(=O)C.Cl, predict the reaction product. The product is: [NH2:4][C:5]1[C:6]([F:15])=[C:7]([CH:11]=[CH:12][C:13]=1[Cl:14])[C:8]([OH:10])=[O:9]. (7) Given the reactants [CH2:1]([CH:8]1[CH2:13][CH2:12][NH:11][CH2:10][CH2:9]1)[C:2]1[CH:7]=[CH:6][CH:5]=[CH:4][CH:3]=1.[CH3:14][C:15]1([CH3:25])[O:22][C:21](=[O:23])[C:18]2([CH2:20][CH2:19]2)[C:17](=[O:24])[O:16]1, predict the reaction product. The product is: [CH2:1]([CH:8]1[CH2:13][CH2:12][N:11]([CH2:20][CH2:19][CH:18]2[C:17](=[O:24])[O:16][C:15]([CH3:25])([CH3:14])[O:22][C:21]2=[O:23])[CH2:10][CH2:9]1)[C:2]1[CH:7]=[CH:6][CH:5]=[CH:4][CH:3]=1.